This data is from NCI-60 drug combinations with 297,098 pairs across 59 cell lines. The task is: Regression. Given two drug SMILES strings and cell line genomic features, predict the synergy score measuring deviation from expected non-interaction effect. (1) Drug 1: CC1=C(C(CCC1)(C)C)C=CC(=CC=CC(=CC(=O)O)C)C. Drug 2: CC1=C(C=C(C=C1)C(=O)NC2=CC(=CC(=C2)C(F)(F)F)N3C=C(N=C3)C)NC4=NC=CC(=N4)C5=CN=CC=C5. Cell line: NCI-H226. Synergy scores: CSS=2.75, Synergy_ZIP=-0.471, Synergy_Bliss=0.953, Synergy_Loewe=-1.24, Synergy_HSA=0.0185. (2) Drug 1: C1=CC(=CC=C1CCCC(=O)O)N(CCCl)CCCl. Drug 2: C1=NC2=C(N=C(N=C2N1C3C(C(C(O3)CO)O)O)F)N. Cell line: HCT-15. Synergy scores: CSS=8.20, Synergy_ZIP=-10.1, Synergy_Bliss=-9.72, Synergy_Loewe=-12.7, Synergy_HSA=-10.3. (3) Drug 1: C1=CC(=CC=C1CCCC(=O)O)N(CCCl)CCCl. Drug 2: CCCCC(=O)OCC(=O)C1(CC(C2=C(C1)C(=C3C(=C2O)C(=O)C4=C(C3=O)C=CC=C4OC)O)OC5CC(C(C(O5)C)O)NC(=O)C(F)(F)F)O. Cell line: NCI-H522. Synergy scores: CSS=17.6, Synergy_ZIP=-5.64, Synergy_Bliss=-4.14, Synergy_Loewe=-3.86, Synergy_HSA=-3.81. (4) Drug 1: CCCCCOC(=O)NC1=NC(=O)N(C=C1F)C2C(C(C(O2)C)O)O. Drug 2: C1C(C(OC1N2C=NC3=C2NC=NCC3O)CO)O. Cell line: HCT-15. Synergy scores: CSS=-2.42, Synergy_ZIP=8.97, Synergy_Bliss=11.8, Synergy_Loewe=-3.50, Synergy_HSA=0.389. (5) Drug 1: C1=CC(=C2C(=C1NCCNCCO)C(=O)C3=C(C=CC(=C3C2=O)O)O)NCCNCCO. Drug 2: C1=NC2=C(N1)C(=S)N=C(N2)N. Cell line: SK-MEL-2. Synergy scores: CSS=58.2, Synergy_ZIP=0.00518, Synergy_Bliss=2.07, Synergy_Loewe=-17.8, Synergy_HSA=2.65.